This data is from NCI-60 drug combinations with 297,098 pairs across 59 cell lines. The task is: Regression. Given two drug SMILES strings and cell line genomic features, predict the synergy score measuring deviation from expected non-interaction effect. (1) Drug 1: CN(CC1=CN=C2C(=N1)C(=NC(=N2)N)N)C3=CC=C(C=C3)C(=O)NC(CCC(=O)O)C(=O)O. Drug 2: C1CNP(=O)(OC1)N(CCCl)CCCl. Cell line: NCI-H322M. Synergy scores: CSS=46.9, Synergy_ZIP=-0.0545, Synergy_Bliss=-0.416, Synergy_Loewe=-74.2, Synergy_HSA=-0.946. (2) Drug 1: CC1=C2C(C(=O)C3(C(CC4C(C3C(C(C2(C)C)(CC1OC(=O)C(C(C5=CC=CC=C5)NC(=O)OC(C)(C)C)O)O)OC(=O)C6=CC=CC=C6)(CO4)OC(=O)C)OC)C)OC. Drug 2: CNC(=O)C1=NC=CC(=C1)OC2=CC=C(C=C2)NC(=O)NC3=CC(=C(C=C3)Cl)C(F)(F)F. Cell line: HOP-62. Synergy scores: CSS=56.6, Synergy_ZIP=9.00, Synergy_Bliss=8.97, Synergy_Loewe=8.37, Synergy_HSA=13.8.